The task is: Predict the reaction yield, written as a fraction of the theoretical maximum amount of product (1.0 means a 100% yield; for example, 0.34 means a 34% yield).. This data is from Reaction yield outcomes from USPTO patents with 853,638 reactions. (1) The reactants are [CH2:1]([C:8]1[N:13]=[N:12][C:11]([N:14]2[CH2:19][CH2:18][N:17]([C:20]3[CH:25]=[N:24][C:23]([C:26](=[O:29])[CH2:27][OH:28])=[CH:22][N:21]=3)[C@H:16]([CH3:30])[CH2:15]2)=[C:10]([CH3:31])[C:9]=1[CH3:32])[C:2]1[CH:7]=[CH:6][CH:5]=[CH:4][CH:3]=1.[BH4-].[Na+].Cl. The catalyst is CCO. The product is [CH2:1]([C:8]1[N:13]=[N:12][C:11]([N:14]2[CH2:19][CH2:18][N:17]([C:20]3[CH:25]=[N:24][C:23]([CH:26]([OH:29])[CH2:27][OH:28])=[CH:22][N:21]=3)[C@H:16]([CH3:30])[CH2:15]2)=[C:10]([CH3:31])[C:9]=1[CH3:32])[C:2]1[CH:7]=[CH:6][CH:5]=[CH:4][CH:3]=1. The yield is 0.910. (2) The reactants are [Br:1][C:2]1[CH:3]=[C:4]2[C:9](=[CH:10][CH:11]=1)[O:8][CH2:7][C:6]([CH3:13])([CH3:12])[C:5]2=[N:14][S:15]([C:17]([CH3:20])([CH3:19])[CH3:18])=[O:16].[CH:21]([Mg]Br)=[CH2:22]. The catalyst is C1COCC1. The product is [Br:1][C:2]1[CH:3]=[C:4]2[C:9](=[CH:10][CH:11]=1)[O:8][CH2:7][C:6]([CH3:12])([CH3:13])[C:5]2([NH:14][S:15]([C:17]([CH3:20])([CH3:19])[CH3:18])=[O:16])[CH:21]=[CH2:22]. The yield is 0.870. (3) The reactants are [C:1]([NH:9][C:10]1[CH:48]=[CH:47][C:13]([CH2:14][N:15]2[C:21]3[CH:22]=[CH:23][CH:24]=[CH:25][C:20]=3[N:19]([C:26]3[CH:31]=[CH:30][C:29]([CH2:32][NH:33][C:34]([O:36][C:37]([CH3:40])([CH3:39])[CH3:38])=[O:35])=[CH:28][CH:27]=3)[C:18](=[O:41])[CH:17]([CH2:42][C:43](O)=[O:44])[C:16]2=[O:46])=[CH:12][CH:11]=1)(=[O:8])[C:2]1[CH:7]=[CH:6][CH:5]=[CH:4][CH:3]=1.[F:49][C:50]1[CH:57]=[CH:56][CH:55]=[CH:54][C:51]=1[CH2:52][NH2:53].P(C#N)(OCC)(OCC)=O.C(N(CC)CC)C. The catalyst is O.CN(C)C=O. The product is [F:49][C:50]1[CH:57]=[CH:56][CH:55]=[CH:54][C:51]=1[CH2:52][NH:53][C:43](=[O:44])[CH2:42][CH:17]1[C:18](=[O:41])[N:19]([C:26]2[CH:31]=[CH:30][C:29]([CH2:32][NH:33][C:34]([O:36][C:37]([CH3:40])([CH3:39])[CH3:38])=[O:35])=[CH:28][CH:27]=2)[C:20]2[CH:25]=[CH:24][CH:23]=[CH:22][C:21]=2[N:15]([CH2:14][C:13]2[CH:12]=[CH:11][C:10]([NH:9][C:1](=[O:8])[C:2]3[CH:3]=[CH:4][CH:5]=[CH:6][CH:7]=3)=[CH:48][CH:47]=2)[C:16]1=[O:46]. The yield is 0.710. (4) The reactants are [OH:1][CH2:2][C:3]1[CH:22]=[CH:21][C:6]([O:7][CH2:8]/[C:9](/[C:13]2[CH:20]=[CH:19][C:16]([C:17]#[N:18])=[CH:15][CH:14]=2)=[N:10]\[O:11][CH3:12])=[CH:5][CH:4]=1.O[C:24]1[CH:29]=[CH:28][C:27]([CH2:30][CH2:31][C:32]([O:34]C)=[O:33])=[C:26]([O:36][CH3:37])[CH:25]=1. No catalyst specified. The product is [C:17]([C:16]1[CH:15]=[CH:14][C:13](/[C:9](=[N:10]/[O:11][CH3:12])/[CH2:8][O:7][C:6]2[CH:5]=[CH:4][C:3]([CH2:2][O:1][C:24]3[CH:29]=[CH:28][C:27]([CH2:30][CH2:31][C:32]([OH:34])=[O:33])=[C:26]([O:36][CH3:37])[CH:25]=3)=[CH:22][CH:21]=2)=[CH:20][CH:19]=1)#[N:18]. The yield is 0.715. (5) The reactants are C([O:3][C:4](=[O:23])[CH2:5][N:6]([CH2:17][C:18]([O:20]CC)=[O:19])[C:7]1[CH:12]=[C:11]([C:13]([NH2:15])=O)[CH:10]=[CH:9][C:8]=1[CH3:16])C.[OH-].[Na+]. The catalyst is CO.O1CCCC1. The product is [C:13]([C:11]1[CH:10]=[CH:9][C:8]([CH3:16])=[C:7]([N:6]([CH2:17][C:18]([OH:20])=[O:19])[CH2:5][C:4]([OH:23])=[O:3])[CH:12]=1)#[N:15]. The yield is 0.870. (6) No catalyst specified. The reactants are Br[C:2]1[N:7]=[N:6][C:5]([NH2:8])=[N:4][C:3]=1[C:9]1[CH:14]=[CH:13][CH:12]=[CH:11][CH:10]=1.Cl.[C:16]([CH:18]1[CH2:23][CH2:22][CH2:21][NH:20][CH2:19]1)#[CH:17]. The yield is 0.0200. The product is [C:16]([CH:18]1[CH2:23][CH2:22][CH2:21][N:20]([C:2]2[N:7]=[N:6][C:5]([NH2:8])=[N:4][C:3]=2[C:9]2[CH:14]=[CH:13][CH:12]=[CH:11][CH:10]=2)[CH2:19]1)#[CH:17]. (7) The reactants are [CH2:1]([O:8][C:9](=[O:33])[CH:10]([NH:25][C:26]([O:28][C:29]([CH3:32])([CH3:31])[CH3:30])=[O:27])[C:11]1[CH:16]=[CH:15][C:14](OS(C(F)(F)F)(=O)=O)=[CH:13][CH:12]=1)[C:2]1[CH:7]=[CH:6][CH:5]=[CH:4][CH:3]=1.[CH2:34]([O:36][P:37]([O-:41])[O:38][CH2:39][CH3:40])[CH3:35].CN1CCOCC1. The product is [CH2:1]([O:8][C:9](=[O:33])[CH:10]([NH:25][C:26]([O:28][C:29]([CH3:32])([CH3:30])[CH3:31])=[O:27])[C:11]1[CH:12]=[CH:13][C:14]([P:37]([O:38][CH2:39][CH3:40])([O:36][CH2:34][CH3:35])=[O:41])=[CH:15][CH:16]=1)[C:2]1[CH:3]=[CH:4][CH:5]=[CH:6][CH:7]=1. The yield is 0.930. The catalyst is C(#N)C.C(OCC)(=O)C. (8) The reactants are [C:1]([O:5][C:6]([NH:8][C@H:9]([CH3:14])[C:10](OC)=[O:11])=[O:7])([CH3:4])([CH3:3])[CH3:2].[H-].C([Al+]CC(C)C)C(C)C. The catalyst is C(Cl)Cl. The product is [O:11]=[CH:10][C@H:9]([NH:8][C:6](=[O:7])[O:5][C:1]([CH3:4])([CH3:3])[CH3:2])[CH3:14]. The yield is 0.820. (9) The reactants are C([O-])([O-])=O.[K+].[K+].Br.C([N:15]([CH2:27][C@H:28]1[CH2:37][CH2:36][C:35]2[C:30](=[CH:31][CH:32]=[C:33](Br)[CH:34]=2)[O:29]1)[CH2:16][C@H:17]([OH:26])[CH2:18][O:19][C:20]1[CH:25]=[CH:24][CH:23]=[CH:22][CH:21]=1)C1C=CC=CC=1.[C:39]([C:43]1[CH:48]=[CH:47][C:46](B(O)O)=[CH:45][CH:44]=1)([O:41][CH3:42])=[O:40].C([O-])=O.[Na+].[CH3:56][S:57]([OH:60])(=[O:59])=[O:58]. The catalyst is O.[Pd].C(OCC)(=O)C.C(O)(C)C. The product is [CH3:56][S:57]([OH:60])(=[O:59])=[O:58].[OH:26][C@H:17]([CH2:18][O:19][C:20]1[CH:21]=[CH:22][CH:23]=[CH:24][CH:25]=1)[CH2:16][NH:15][CH2:27][C@H:28]1[CH2:37][CH2:36][C:35]2[C:30](=[CH:31][CH:32]=[C:33]([C:46]3[CH:47]=[CH:48][C:43]([C:39]([O:41][CH3:42])=[O:40])=[CH:44][CH:45]=3)[CH:34]=2)[O:29]1. The yield is 0.800.